This data is from Forward reaction prediction with 1.9M reactions from USPTO patents (1976-2016). The task is: Predict the product of the given reaction. (1) Given the reactants FC(F)(F)C(O)=O.[CH3:8][CH:9]1[C:22](=[O:23])[NH:21][N:20]=[C:19]2[N:10]1[C:11]1[CH:12]=[C:13]3[N:26]([C:27]4([CH3:31])[CH2:30][NH:29][CH2:28]4)[CH2:25][CH2:24][C:14]3=[CH:15][C:16]=1[O:17][CH2:18]2.[O:32](C(OC(C)(C)C)=O)[C:33]([O:35][C:36]([CH3:39])([CH3:38])[CH3:37])=O.O, predict the reaction product. The product is: [C:36]([O:35][C:33]([N:29]1[CH2:28][C:27]([CH3:31])([N:26]2[C:13]3[C:14](=[CH:15][C:16]4[O:17][CH2:18][C:19]5[N:10]([C:11]=4[CH:12]=3)[CH:9]([CH3:8])[C:22](=[O:23])[NH:21][N:20]=5)[CH2:24][CH2:25]2)[CH2:30]1)=[O:32])([CH3:39])([CH3:38])[CH3:37]. (2) The product is: [C:1]([O:5][CH:6]([SH:15])[CH2:7][CH2:8][CH2:9][CH2:10][CH3:11])([CH3:4])([CH3:3])[CH3:2]. Given the reactants [C:1]([O:5][CH2:6][CH2:7][CH2:8][CH2:9][CH2:10][CH2:11]Cl)([CH3:4])([CH3:3])[CH3:2].NC(N)=[S:15].[OH-].[Na+], predict the reaction product. (3) Given the reactants FC(F)(F)C1C=C(NC(=O)NC2C=CC(C3SC(CCC(OC)=O)=NC=3)=CC=2)C=CC=1.[CH3:32][C:33]1[N:37]=[C:36]([CH2:38][CH:39]2[CH2:44][CH2:43][CH:42]([C:45]3[S:46][C:47]([C:50]4[CH:56]=[CH:55][C:53]([NH2:54])=[CH:52][CH:51]=4)=[CH:48][N:49]=3)[CH2:41][CH2:40]2)[O:35][N:34]=1.[F:57][C:58]1[CH:63]=[CH:62][CH:61]=[CH:60][C:59]=1[N:64]=[C:65]=[O:66], predict the reaction product. The product is: [F:57][C:58]1[CH:63]=[CH:62][CH:61]=[CH:60][C:59]=1[NH:64][C:65]([NH:54][C:53]1[CH:52]=[CH:51][C:50]([C:47]2[S:46][C:45]([CH:42]3[CH2:43][CH2:44][CH:39]([CH2:38][C:36]4[O:35][N:34]=[C:33]([CH3:32])[N:37]=4)[CH2:40][CH2:41]3)=[N:49][CH:48]=2)=[CH:56][CH:55]=1)=[O:66]. (4) Given the reactants [OH:1][C:2]1([C:31](O)=[O:32])[CH2:7][CH2:6][CH:5]([N:8]2[C:16]([NH:17][C:18]3[C:23]([F:24])=[CH:22][C:21]([F:25])=[CH:20][C:19]=3[F:26])=[N:15][C:14]3[C:9]2=[N:10][C:11]([NH:27][CH:28]([CH3:30])[CH3:29])=[N:12][CH:13]=3)[CH2:4][CH2:3]1.[CH:34]1([NH2:39])[CH2:38][CH2:37][CH2:36][CH2:35]1.C(NC(C)C)(C)C, predict the reaction product. The product is: [CH:34]1([NH:39][C:31]([C:2]2([OH:1])[CH2:7][CH2:6][CH:5]([N:8]3[C:16]([NH:17][C:18]4[C:23]([F:24])=[CH:22][C:21]([F:25])=[CH:20][C:19]=4[F:26])=[N:15][C:14]4[C:9]3=[N:10][C:11]([NH:27][CH:28]([CH3:30])[CH3:29])=[N:12][CH:13]=4)[CH2:4][CH2:3]2)=[O:32])[CH2:38][CH2:37][CH2:36][CH2:35]1.